The task is: Binary Classification. Given two protein amino acid sequences, predict whether they physically interact or not.. This data is from Human Reference Interactome with 51,813 positive PPI pairs across 8,248 proteins, plus equal number of experimentally-validated negative pairs. (1) Protein 1 (ENSG00000249581) has sequence MPGWFKKAWYGLASLLSFSSFILIIVALVVPHWLSGKILCQTGVDLVNATDRELVKFIGDIYYGLFRGCKVRQCGLGGRQSQFTIFPHLVKELNAGLHVMILLLLFLALALALVSMGFAILNMIQVPYRAVSGPGGICLWNVLAGGVVALAIASFVAAVKFHDLTERIANFQEKLFQFVVVEEQYEESFWICVASASAHAANLVVVAISQIPLPEIKTKIEEATVTAEDILY*. Protein 2 (ENSG00000204577) has sequence MTPALTALLCLGLSLGPRTRMQAGPFPKPTLWAEPGSVISWGSPVTIWCQGSLEAQEYQLDKEGSPEPWDRNNPLEPKNKARFSIPSMTQHHAGRYRCHYYSSAGWSEPSDPLELVMTGFYNKPTLSALPSPVVASGGNMTLRCGSQKGYHHFVLMKEGEHQLPRTLDSQQLHSGGFQALFPVGPVTPSHRWRFTCYYYYTNTPWVWSHPSDPLEILPSGVSRKPSLLTLQGPVLAPGQSLTLQCGSDVGYDRFVLYKEGERDFLQRPGQQPQAGLSQANFTLGPVSRSYGGQYRCYGAH.... Result: 0 (the proteins do not interact). (2) Result: 0 (the proteins do not interact). Protein 1 (ENSG00000165688) has sequence MAAVVLAATRLLRGSGSWGCSRLRFGPPAYRRFSSGGAYPNIPLSSPLPGVPKPVFATVDGQEKFETKVTTLDNGLRVASQNKFGQFCTVGILINSGSRYEAKYLSGIAHFLEKLAFSSTARFDSKDEILLTLEKHGGICDCQTSRDTTMYAVSADSKGLDTVVALLADVVLQPRLTDEEVEMTRMAVQFELEDLNLRPDPEPLLTEMIHEAAYRENTVGLHRFCPTENVAKINREVLHSYLRNYYTPDRMVLAGVGVEHEHLVDCARKYLLGVQPAWGSAEAVDIDRSVAQYTGGIAKL.... Protein 2 (ENSG00000181467) has sequence MREYKVVVLGSGGVGKSALTVQFVTGSFIEKYDPTIEDFYRKEIEVDSSPSVLEILDTAGTEQFASMRDLYIKNGQGFILVYSLVNQQSFQDIKPMRDQIIRVKRYERVPMILVGNKVDLEGEREVSYGEGKALAEEWSCPFMETSAKNKASVDELFAEIVRQMNYAAQPNGDEGCCSACVIL*. (3) Protein 1 (ENSG00000102007) has sequence MADSERLSAPGCWAACTNFSRTRKGILLFAEIILCLVILICFSASTPGYSSLSVIEMILAAIFFVVYMCDLHTKIPFINWPWSDFFRTLIAAILYLITSIVVLVERGNHSKIVAGVKAMGAALKHRAKGLRSQGPFLPLLLAEIV*MADSERLSAPGCWAACTNFSRTRKGILLFAEIILCLVILICFSASTPGYSSLSVIEMILAAIFFVVYMCDLHTKIPFINWPWSDFFRTLIAAILYLITSIVVLVERGNHSKIVAGVLGLIATCLFGYDAYVTFPVRQPRHTAAPTDPADGPV*. Protein 2 (ENSG00000148344) has sequence MPAHSLVMSSPALPAFLLCSTLLVIKMYVVAIITGQVRLRKKAFANPEDALRHGGPQYCRSDPDVERCLRAHRNDMETIYPFLFLGFVYSFLGPNPFVAWMHFLVFLVGRVAHTVAYLGKLRAPIRSVTYTLAQLPCASMALQILWEAARHL*. Result: 1 (the proteins interact). (4) Protein 1 (ENSG00000184113) has sequence MTRARIGCFGPGGRARGTESAPEPSKRVPPGRSWQTQEVRQTRGANGLGPRAGSAGAKAPGPAQGAAQHGLGGSAGLRVRVSPLAMGSAALEILGLVLCLVGWGGLILACGLPMWQVTAFLDHNIVTAQTTWKGLWMSCVVQSTGHMQCKVYDSVLALSTEVQAARALTVSAVLLAFVALFVTLAGAQCTTCVAPGPAKARVALTGGVLYLFCGLLALVPLCWFANIVVREFYDPSVPVSQKYELGAALYIGWAATALLMVGGCLLCCGAWVCTGRPDLSFPVKYSAPRRPTATGDYDKK.... Protein 2 (ENSG00000268447) has sequence MNGDDAFARRPTVGAQIPEKIQKAFDDIAKYFSKEEWEKMKASEKIFYVYMKRKYEAMTKLGFKATLPPFMCNKRAEDFQGNDLDNDPNRGNQVERPQMTFGRLQGISPKIMPKKPAEEGNDSEEVPEASGPQNDGKELCPPGKPTTSEKIHERSGPKRGEHAWTHRLRERKQLVIYEEISDPEEDDE*MNGDDAFARRPTVGAQIPEKIQKAFDDIAKYFSKEEWEKMKASEKIFYVYMKRKYEAMTKLGFKATLPPFMCNKRAEDFQGNDLDNDPNRGNQVERPQMTFGRLQGISPKI.... Result: 0 (the proteins do not interact). (5) Protein 1 (ENSG00000178814) has sequence MSLLSSYEGLRQEIQRLAQENEELRRLVQLIQENQELKLVLRNRGSSLGFCSSGFLAEVAASPWLPRRRTIKFKNAERVFPGLPAEELLWDSSPTTMGSPEGRFHFAIDRGGTFTDVFAQCPGGHVRVLKLLSEDPANYADAPTEGIRRILEQEAGMLLPRDQPLDSSHIASIRMGTTVATNALLERKGERVALLVTRGFRDLLHIGTQARGDLFDLAVPMPEVLYEEVLEVDERVVLHRGEAGTGTPVKGRTGMGSPEGRFHFAIDRGGTFTDVFAQCPGGHVRVLKLLSEDPANYADA.... Protein 2 (ENSG00000178814) has sequence MSLLSSYEGLRQEIQRLAQENEELRRLVQLIQENQELKLVLRNRGSSLGFCSSGFLAEVAASPWLPRRRTIKFKNAERVFPGLPAEELLWDSSPTTMGSPEGRFHFAIDRGGTFTDVFAQCPGGHVRVLKLLSEDPANYADAPTEGIRRILEQEAGMLLPRDQPLDSSHIASIRMGTTVATNALLERKGERVALLVTRGFRDLLHIGTQARGDLFDLAVPMPEVLYEEVLEVDERVVLHRGEAGTGTPVKGRTGMGSPEGRFHFAIDRGGTFTDVFAQCPGGHVRVLKLLSEDPANYADA.... Result: 1 (the proteins interact). (6) Protein 1 (ENSG00000123685) has sequence MSQGLPAAGSVLQRSVAAPGNQPQPQPQQQSPEDDDRKVRRREKNRVAAQRSRKKQTQKADKLHEEYESLEQENTMLRREIGKLTEELKHLTEALKEHEKMCPLLLCPMNFVPVPPRPDPVAGCLPR*. Protein 2 (ENSG00000116299) has sequence MAEPGHSHHLSARVRGRTERRIPRLWRLLLWAGTAFQVTQGTGPELHACKESEYHYEYTACDSTGSRWRVAVPHTPGLCTSLPDPIKGTECSFSCNAGEFLDMKDQSCKPCAEGRYSLGTGIRFDEWDELPHGFASLSANMELDDSAAESTGNCTSSKWVPRGDYIASNTDECTATLMYAVNLKQSGTVNFEYYYPDSSIIFEFFVQNDQCQPNADDSRWMKTTEKGWEFHSVELNRGNNVLYWRTTAFSVWTKVPKPVLVRNIAITGVAYTSECFPCKPGTYADKQGSSFCKLCPANSY.... Result: 0 (the proteins do not interact). (7) Protein 1 (ENSG00000111364) has sequence MEHVTEGSWESLPVPLHPQVLGALRELGFPYMTPVQSATIPLFMRNKDVAAEAVTGSGKTLAFVIPILEILLRREEKLKKSQVGAIIITPTRELAIQIDEVLSHFTKHFPEFSQILWIGGRNPGEDVERFKQQGGNIIVATPGRLEDMFRRKAEGLDLASCVRSLDVLVLDEADRLLDMGFEASINTILEFLPKQRRTGLFSATQTQEVENLVRAGLRNPVRVSVKEKGVAASSAQKTPSRLENYYMVCKADEKFNQLVHFLRNHKQEKHLVFFSTCACVEYYGKALEVLVKGVKIMCIH.... Protein 2 (ENSG00000151327) has sequence MEVGLPAITLFLTSASSPVVATTMDQEPVGGVERGEAVAASGAAAAAAFGESAGQMSNERGFENVELGVIGKKKKVPRRVIHFVSGETMEEYSTDEDEVDGLEKKDVLPTVDPTKLTWGPYLWFYMLRAATSTLSVCDFLGEKIASVLGISTPKYQYAIDEYYRMKKEEEEEEEENRMSEEAEKQYQQNKLQTDSIVQTDQPETVISSSFVNVNFEMEGDSEVIMESKQNPVSVPP*MDQEPVGGVERGEAVAASGAAAAAAFGESAGQMSNERGFENVELGVIGKKKKVPRRVIHFVSG.... Result: 0 (the proteins do not interact). (8) Protein 1 (ENSG00000090376) has sequence MAGNCGARGALSAHTLLFDLPPALLGELCAVLDSCDGALGWRGLAERLSSSWLDVRHIEKYVDQGKSGTRELLWSWAQKNKTIGDLLQVLQEMGHRRAIHLITNYGAVLSPSEKSYQEGGFPNILFKETANVTVDNVLIPEHNEKGILLKSSISFQNIIEGTRNFHKDFLIGEGEIFEVYRVEIQNLTYAVKLFKQEKKMQCKKHWKRFLSELEVLLLFHHPNILELAAYFTETEKFCLIYPYMRNGTLFDRLQCVGDTAPLPWHIRIGILIGISKAIHYLHNVQPCSVICGSISSANIL.... Protein 2 (ENSG00000197498) has sequence MDTLDRVVKPKTKRAKRFLEKREPKLNENIKNAMLIKGGNANATVTKVLKDVNVFCFESYKFCFTVCTEKTIRCTI*MDTLDRVVKPKTKRAKRFLEKREPKLNENIKNAMLIKGGNANATVTKVLKDVYALKKPYGVLYKKKNITRPFEDQTSLEFFSKKSDCSLFMFGSHNKKRPNNLVIGRMYDYHVLDMIELGIENFVSLKDIKNSKCPEGTKPMLIFAGDDFDVTEDYRRLKSLLIDFFRGPTVSNIRLAGLEYVLHFTALNGKIYFRSYKLLLKKSGCRTPRIELEEMGPSLDL.... Result: 0 (the proteins do not interact).